This data is from Reaction yield outcomes from USPTO patents with 853,638 reactions. The task is: Predict the reaction yield, written as a fraction of the theoretical maximum amount of product (1.0 means a 100% yield; for example, 0.34 means a 34% yield). (1) The reactants are C[O:2][C:3]([C:5]1[CH:10]=[C:9]([Br:11])[C:8](=[O:12])[N:7]([CH3:13])[C:6]=1[NH:14][C:15]1[CH:20]=[CH:19][C:18]([Br:21])=[CH:17][C:16]=1[F:22])=[O:4].COC(C1C=CC(=O)N(C)C=1NC1C=CC(Br)=CC=1F)=O.BrN1C(=O)CCC1=O. The catalyst is CN(C=O)C. The product is [Br:11][C:9]1[C:8](=[O:12])[N:7]([CH3:13])[C:6]([NH:14][C:15]2[CH:20]=[CH:19][C:18]([Br:21])=[CH:17][C:16]=2[F:22])=[C:5]([C:3]([OH:4])=[O:2])[CH:10]=1. The yield is 0.850. (2) The reactants are N#N.FC(F)(F)S(O[C:9]1[C:14]([N:15]([CH3:20])[S:16]([CH3:19])(=[O:18])=[O:17])=[CH:13][N:12]2[N:21]=[C:22]([C:28]3[CH:33]=[CH:32][C:31]([F:34])=[CH:30][CH:29]=3)[C:23]([C:24](=[O:27])[NH:25][CH3:26])=[C:11]2[CH:10]=1)(=O)=O.CC([O-])=O.[K+].[B:42]1([B:42]2[O:46][C:45]([CH3:48])([CH3:47])[C:44]([CH3:50])([CH3:49])[O:43]2)[O:46][C:45]([CH3:48])([CH3:47])[C:44]([CH3:50])([CH3:49])[O:43]1. The catalyst is O1CCOCC1.C1C=CC(P(C2C=CC=CC=2)[C-]2C=CC=C2)=CC=1.C1C=CC(P(C2C=CC=CC=2)[C-]2C=CC=C2)=CC=1.Cl[Pd]Cl.[Fe+2]. The product is [F:34][C:31]1[CH:32]=[CH:33][C:28]([C:22]2[C:23]([C:24]([NH:25][CH3:26])=[O:27])=[C:11]3[CH:10]=[C:9]([B:42]4[O:46][C:45]([CH3:48])([CH3:47])[C:44]([CH3:50])([CH3:49])[O:43]4)[C:14]([N:15]([CH3:20])[S:16]([CH3:19])(=[O:17])=[O:18])=[CH:13][N:12]3[N:21]=2)=[CH:29][CH:30]=1. The yield is 0.300.